This data is from Full USPTO retrosynthesis dataset with 1.9M reactions from patents (1976-2016). The task is: Predict the reactants needed to synthesize the given product. Given the product [CH2:1]([O:3][C:4](=[O:20])[C:5]1[CH:10]=[C:9]([N:11]2[CH2:16][CH2:15][CH2:14][CH2:13][CH2:12]2)[CH:8]=[CH:7][C:6]=1[NH2:17])[CH3:2], predict the reactants needed to synthesize it. The reactants are: [CH2:1]([O:3][C:4](=[O:20])[C:5]1[CH:10]=[C:9]([N:11]2[CH2:16][CH2:15][CH2:14][CH2:13][CH2:12]2)[CH:8]=[CH:7][C:6]=1[N+:17]([O-])=O)[CH3:2].[H][H].